This data is from NCI-60 drug combinations with 297,098 pairs across 59 cell lines. The task is: Regression. Given two drug SMILES strings and cell line genomic features, predict the synergy score measuring deviation from expected non-interaction effect. (1) Drug 1: CC12CCC3C(C1CCC2=O)CC(=C)C4=CC(=O)C=CC34C. Drug 2: CCN(CC)CCCC(C)NC1=C2C=C(C=CC2=NC3=C1C=CC(=C3)Cl)OC. Cell line: SF-295. Synergy scores: CSS=51.8, Synergy_ZIP=1.36, Synergy_Bliss=1.92, Synergy_Loewe=-10.8, Synergy_HSA=3.02. (2) Drug 1: CS(=O)(=O)C1=CC(=C(C=C1)C(=O)NC2=CC(=C(C=C2)Cl)C3=CC=CC=N3)Cl. Drug 2: N.N.Cl[Pt+2]Cl. Cell line: OVCAR-8. Synergy scores: CSS=12.9, Synergy_ZIP=-1.51, Synergy_Bliss=3.56, Synergy_Loewe=0.602, Synergy_HSA=2.67.